This data is from Catalyst prediction with 721,799 reactions and 888 catalyst types from USPTO. The task is: Predict which catalyst facilitates the given reaction. (1) Reactant: [NH2:1][C:2]1[CH:7]=[CH:6][C:5]([S:8]([OH:11])(=[O:10])=O)=[CH:4][C:3]=1[CH3:12].[CH3:13][N:14]1[CH2:19][CH2:18][NH:17][CH2:16][CH2:15]1. Product: [CH3:12][C:3]1[CH:4]=[C:5]([S:8]([N:17]2[CH2:18][CH2:19][N:14]([CH3:13])[CH2:15][CH2:16]2)(=[O:10])=[O:11])[CH:6]=[CH:7][C:2]=1[NH2:1]. The catalyst class is: 309. (2) Reactant: O1CCCC1.COP([CH2:12][C:13]([O:15][C:16]([CH3:19])([CH3:18])[CH3:17])=[O:14])(OC)=O.[H-].[Na+].[CH3:22][C:23]12[CH2:29][C:28](=O)[CH:27]1[CH:26]=[CH:25][CH2:24]2. Product: [CH3:22][C@:23]12[CH2:29][C:28](=[CH:12][C:13]([O:15][C:16]([CH3:19])([CH3:18])[CH3:17])=[O:14])[C@@H:27]1[CH:26]=[CH:25][CH2:24]2. The catalyst class is: 6. (3) Reactant: [CH3:1][C:2]1([C:14](OC)=[O:15])[CH2:6][CH2:5][CH2:4][N:3]1[C:7]([O:9][C:10]([CH3:13])([CH3:12])[CH3:11])=[O:8].CC(C[AlH]CC(C)C)C. Product: [CH:14]([C:2]1([CH3:1])[CH2:6][CH2:5][CH2:4][N:3]1[C:7]([O:9][C:10]([CH3:13])([CH3:12])[CH3:11])=[O:8])=[O:15]. The catalyst class is: 11. (4) Reactant: [CH3:1][C@H:2]1[O:6][C:5](=[O:7])[N:4]([CH2:8][C:9]2[CH:14]=[CH:13][C:12]([O:15][CH2:16][CH:17]3[CH2:22][CH2:21][C:20](=O)[CH2:19][CH2:18]3)=[CH:11][CH:10]=2)[CH2:3]1.[CH:24]1([NH2:28])[CH2:27][CH2:26][CH2:25]1.[BH4-].[Na+]. Product: [CH:24]1([NH:28][CH:20]2[CH2:21][CH2:22][CH:17]([CH2:16][O:15][C:12]3[CH:13]=[CH:14][C:9]([CH2:8][N:4]4[CH2:3][C@@H:2]([CH3:1])[O:6][C:5]4=[O:7])=[CH:10][CH:11]=3)[CH2:18][CH2:19]2)[CH2:27][CH2:26][CH2:25]1. The catalyst class is: 5. (5) Reactant: [CH2:1]([N:8]1[C:14](=[O:15])[C:13]2[CH:16]=[C:17]([C:20]3[CH:25]=[CH:24][C:23]([C:26]([F:29])([F:28])[F:27])=[CH:22][CH:21]=3)[CH:18]=[CH:19][C:12]=2[NH:11][C:10](=[O:30])[CH2:9]1)[C:2]1[CH:7]=[CH:6][CH:5]=[CH:4][CH:3]=1.[C:31]([O-])([O-])=O.[K+].[K+].IC. Product: [CH2:1]([N:8]1[C:14](=[O:15])[C:13]2[CH:16]=[C:17]([C:20]3[CH:25]=[CH:24][C:23]([C:26]([F:29])([F:28])[F:27])=[CH:22][CH:21]=3)[CH:18]=[CH:19][C:12]=2[N:11]([CH3:31])[C:10](=[O:30])[CH2:9]1)[C:2]1[CH:7]=[CH:6][CH:5]=[CH:4][CH:3]=1. The catalyst class is: 3. (6) Reactant: Br[C:2]1[CH:7]=[CH:6][C:5]([CH:8]2[O:12][CH2:11][CH2:10][O:9]2)=[C:4]([F:13])[CH:3]=1.II.[CH2:16]1O[CH2:17]1.[NH4+].[Cl-].C1C=CC(P(C2C=CC=CC=2)C2C=CC=CC=2)=CC=1.[F:40][C:41]([F:50])([F:49])[C:42]1[CH:43]=[CH:44][C:45]([OH:48])=[CH:46][CH:47]=1.CCOC(/N=N/C(OCC)=O)=O. Product: [F:13][C:4]1[CH:3]=[C:2]([CH2:16][CH2:17][O:48][C:45]2[CH:44]=[CH:43][C:42]([C:41]([F:49])([F:50])[F:40])=[CH:47][CH:46]=2)[CH:7]=[CH:6][C:5]=1[CH:8]1[O:12][CH2:11][CH2:10][O:9]1. The catalyst class is: 1. (7) Reactant: [NH2:1][C:2]1[CH:3]=[C:4]2[C:8](=[C:9]([F:11])[CH:10]=1)[N:7]([CH2:12][CH3:13])[C:6](=[O:14])[CH2:5]2.[C:15]([O:19][C:20](=[O:26])[NH:21][CH2:22][C@H:23]1[CH2:25][O:24]1)([CH3:18])([CH3:17])[CH3:16].FC(F)(F)S([O-])(=O)=O.[Li+]. Product: [C:15]([O:19][C:20](=[O:26])[NH:21][CH2:22][C@H:23]([OH:24])[CH2:25][NH:1][C:2]1[CH:3]=[C:4]2[C:8](=[C:9]([F:11])[CH:10]=1)[N:7]([CH2:12][CH3:13])[C:6](=[O:14])[CH2:5]2)([CH3:17])([CH3:16])[CH3:18]. The catalyst class is: 115. (8) Reactant: [F:1][C:2]1[C:3]([NH:12][C:13]2[CH:18]=[CH:17][C:16]([I:19])=[CH:15][C:14]=2[F:20])=[C:4]([CH:8]=[CH:9][C:10]=1[F:11])[C:5]([OH:7])=O.C1CN([P+](ON2N=NC3C=CC=CC2=3)(N2CCCC2)N2CCCC2)CC1.F[P-](F)(F)(F)(F)F.Cl.[NH:55]1[CH2:58][CH:57]([OH:59])[CH2:56]1.CCN(C(C)C)C(C)C. Product: [F:1][C:2]1[C:3]([NH:12][C:13]2[CH:18]=[CH:17][C:16]([I:19])=[CH:15][C:14]=2[F:20])=[C:4]([C:5]([N:55]2[CH2:58][CH:57]([OH:59])[CH2:56]2)=[O:7])[CH:8]=[CH:9][C:10]=1[F:11]. The catalyst class is: 3.